The task is: Predict the reaction yield, written as a fraction of the theoretical maximum amount of product (1.0 means a 100% yield; for example, 0.34 means a 34% yield).. This data is from Reaction yield outcomes from USPTO patents with 853,638 reactions. (1) The reactants are [CH2:1]([O:3][CH:4]([O:7][CH2:8][CH3:9])[C:5]#[N:6])[CH3:2].[CH3:10][O-:11].[Na+]. The catalyst is CO. The product is [CH2:1]([O:3][CH:4]([O:7][CH2:8][CH3:9])[C:5](=[NH:6])[O:11][CH3:10])[CH3:2]. The yield is 0.850. (2) The reactants are [I:1][C:2]1[CH:11]=[C:10]2[C:5]([C:6](=O)[CH:7]=[CH:8][NH:9]2)=[CH:4][C:3]=1[CH3:13].[Cl-:14].[P+]=O.[OH-].[NH4+]. The catalyst is CN(C)C=O. The product is [Cl:14][C:6]1[C:5]2[C:10](=[CH:11][C:2]([I:1])=[C:3]([CH3:13])[CH:4]=2)[N:9]=[CH:8][CH:7]=1. The yield is 0.980. (3) The reactants are [CH2:1]1[C@@H:5]2[CH2:6][NH:7][CH2:8][C@@H:4]2[CH2:3][N:2]1[C:9]([O:11][C:12]([CH3:15])([CH3:14])[CH3:13])=[O:10].[Br:16][C:17]1[CH:18]=[N:19][CH:20]=[C:21](Br)[CH:22]=1.CC(C)([O-])C.[Na+]. The catalyst is C1(C)C=CC=CC=1.O.C1C=CC(/C=C/C(/C=C/C2C=CC=CC=2)=O)=CC=1.C1C=CC(/C=C/C(/C=C/C2C=CC=CC=2)=O)=CC=1.C1C=CC(/C=C/C(/C=C/C2C=CC=CC=2)=O)=CC=1.[Pd].[Pd].C1C=CC(P(C2C(C3C(P(C4C=CC=CC=4)C4C=CC=CC=4)=CC=C4C=3C=CC=C4)=C3C(C=CC=C3)=CC=2)C2C=CC=CC=2)=CC=1. The product is [Br:16][C:17]1[CH:22]=[C:21]([N:7]2[CH2:6][C@@H:5]3[CH2:1][N:2]([C:9]([O:11][C:12]([CH3:15])([CH3:14])[CH3:13])=[O:10])[CH2:3][C@@H:4]3[CH2:8]2)[CH:20]=[N:19][CH:18]=1. The yield is 0.670. (4) The reactants are C([N:8]1[CH2:12][CH2:11][CH:10]([CH2:13][CH:14]2[CH2:16][CH2:15]2)[C:9]1([CH3:18])[CH3:17])C1C=CC=CC=1.[ClH:19]. The catalyst is CO.[Pd]. The product is [ClH:19].[CH:14]1([CH2:13][CH:10]2[CH2:11][CH2:12][NH:8][C:9]2([CH3:18])[CH3:17])[CH2:15][CH2:16]1. The yield is 0.840. (5) The reactants are [CH:1]([C:3]1[O:7][C:6]([C:8]([O:10][CH3:11])=[O:9])=[CH:5][CH:4]=1)=[CH2:2]. The catalyst is CO. The product is [CH2:1]([C:3]1[O:7][C:6]([C:8]([O:10][CH3:11])=[O:9])=[CH:5][CH:4]=1)[CH3:2]. The yield is 0.840.